This data is from Peptide-MHC class I binding affinity with 185,985 pairs from IEDB/IMGT. The task is: Regression. Given a peptide amino acid sequence and an MHC pseudo amino acid sequence, predict their binding affinity value. This is MHC class I binding data. (1) The peptide sequence is SLFLPKLVV. The MHC is HLA-A24:02 with pseudo-sequence HLA-A24:02. The binding affinity (normalized) is 0.00900. (2) The peptide sequence is VYFVLTDRF. The MHC is HLA-B58:01 with pseudo-sequence HLA-B58:01. The binding affinity (normalized) is 0.0847. (3) The peptide sequence is TVKTNLYMK. The MHC is HLA-A31:01 with pseudo-sequence HLA-A31:01. The binding affinity (normalized) is 0.593.